Dataset: Catalyst prediction with 721,799 reactions and 888 catalyst types from USPTO. Task: Predict which catalyst facilitates the given reaction. (1) Reactant: [CH3:1][C:2](C)([O-:4])[CH3:3].[K+].Cl[C:8]1[N:13]=[C:12]([NH:14][C:15]2[CH:20]=[CH:19][C:18]([C@@H:21]3[O:26][CH2:25][CH2:24][N:23]([C:27]([O:29][C:30]([CH3:33])([CH3:32])[CH3:31])=[O:28])[CH2:22]3)=[CH:17][CH:16]=2)[C:11]([Cl:34])=[CH:10][N:9]=1.O. Product: [Cl:34][C:11]1[C:12]([NH:14][C:15]2[CH:16]=[CH:17][C:18]([C@@H:21]3[O:26][CH2:25][CH2:24][N:23]([C:27]([O:29][C:30]([CH3:33])([CH3:32])[CH3:31])=[O:28])[CH2:22]3)=[CH:19][CH:20]=2)=[N:13][C:8]([O:4][CH:2]([CH3:3])[CH3:1])=[N:9][CH:10]=1. The catalyst class is: 41. (2) Reactant: [I:1][C:2]1[C:3]([C:16](OC)=[O:17])=[N:4][N:5]([CH2:7][C:8]2[CH:13]=[CH:12][C:11]([O:14][CH3:15])=[CH:10][CH:9]=2)[CH:6]=1.CC(C[AlH]CC(C)C)C.CO.C([O-])([O-])=O.[K+].[K+]. Product: [I:1][C:2]1[C:3]([CH:16]=[O:17])=[N:4][N:5]([CH2:7][C:8]2[CH:9]=[CH:10][C:11]([O:14][CH3:15])=[CH:12][CH:13]=2)[CH:6]=1. The catalyst class is: 2. (3) Reactant: [O-]CC.[Na+].Cl.[Cl:6][C:7]1[CH:15]=[CH:14][C:10]([C:11]([NH2:13])=[NH:12])=[CH:9][CH:8]=1.C([O:18][C:19](=O)[CH:20]([CH3:26])[C:21](OCC)=[O:22])C.Cl. Product: [Cl:6][C:7]1[CH:15]=[CH:14][C:10]([C:11]2[N:13]=[C:19]([OH:18])[C:20]([CH3:26])=[C:21]([OH:22])[N:12]=2)=[CH:9][CH:8]=1. The catalyst class is: 8. (4) Reactant: [F:1][C:2]([F:16])([F:15])[C:3]1[CH:4]=[C:5]([CH:8]=[C:9]([C:11]([F:14])([F:13])[F:12])[CH:10]=1)[CH:6]=O.[CH3:17][C:18]([S@@:21]([NH2:23])=[O:22])([CH3:20])[CH3:19].O. Product: [F:1][C:2]([F:16])([F:15])[C:3]1[CH:4]=[C:5]([CH:8]=[C:9]([C:11]([F:14])([F:13])[F:12])[CH:10]=1)[CH:6]=[N:23][S@:21]([C:18]([CH3:20])([CH3:19])[CH3:17])=[O:22]. The catalyst class is: 2. (5) Reactant: [F:1][C:2]([F:25])([F:24])[C:3]1[CH:4]=[C:5]([CH:9]([N:11]2[CH2:16][CH2:15][N:14](C(OC(C)(C)C)=O)[CH2:13][CH2:12]2)[CH3:10])[CH:6]=[CH:7][CH:8]=1.[ClH:26].C1(N)C(F)=C(F)C(F)=C(N)C=1F.Cl.Cl. Product: [ClH:26].[ClH:26].[F:25][C:2]([F:1])([F:24])[C:3]1[CH:4]=[C:5]([CH:9]([N:11]2[CH2:16][CH2:15][NH:14][CH2:13][CH2:12]2)[CH3:10])[CH:6]=[CH:7][CH:8]=1. The catalyst class is: 5.